Dataset: Reaction yield outcomes from USPTO patents with 853,638 reactions. Task: Predict the reaction yield, written as a fraction of the theoretical maximum amount of product (1.0 means a 100% yield; for example, 0.34 means a 34% yield). The reactants are [O:1]1[C:10]2[CH:9]=[C:8]([CH2:11][NH:12][CH:13]3[CH2:18][CH2:17][N:16]([C:19]([O:21][CH2:22][C:23]4[CH:28]=[CH:27][CH:26]=[CH:25][CH:24]=4)=[O:20])[CH2:15][CH2:14]3)[N:7]=[CH:6][C:5]=2[O:4][CH2:3][CH2:2]1.C(=O)(O)[O-].[Na+].[C:34](O[C:34]([O:36][C:37]([CH3:40])([CH3:39])[CH3:38])=[O:35])([O:36][C:37]([CH3:40])([CH3:39])[CH3:38])=[O:35]. The catalyst is CO. The product is [O:1]1[C:10]2[CH:9]=[C:8]([CH2:11][N:12]([C:34]([O:36][C:37]([CH3:40])([CH3:39])[CH3:38])=[O:35])[CH:13]3[CH2:18][CH2:17][N:16]([C:19]([O:21][CH2:22][C:23]4[CH:24]=[CH:25][CH:26]=[CH:27][CH:28]=4)=[O:20])[CH2:15][CH2:14]3)[N:7]=[CH:6][C:5]=2[O:4][CH2:3][CH2:2]1. The yield is 1.00.